This data is from Full USPTO retrosynthesis dataset with 1.9M reactions from patents (1976-2016). The task is: Predict the reactants needed to synthesize the given product. (1) Given the product [ClH:41].[S:1]1[C:5]2[CH:6]=[CH:7][CH:8]=[CH:9][C:4]=2[N:3]=[C:2]1[NH:10][C:11]([C:13]1[CH:14]=[CH:15][C:16]([O:17][C:18]2[CH:23]=[CH:22][N:21]=[C:20]3[NH:24][N:25]=[C:26]([NH:27][C@@H:28]4[CH2:33][CH2:32][CH2:31][N:30]([C:34]([NH:36][CH2:37][CH3:38])=[O:35])[CH2:29]4)[C:19]=23)=[CH:39][CH:40]=1)=[O:12], predict the reactants needed to synthesize it. The reactants are: [S:1]1[C:5]2[CH:6]=[CH:7][CH:8]=[CH:9][C:4]=2[N:3]=[C:2]1[NH:10][C:11]([C:13]1[CH:40]=[CH:39][C:16]([O:17][C:18]2[CH:23]=[CH:22][N:21]=[C:20]3[NH:24][N:25]=[C:26]([NH:27][C@@H:28]4[CH2:33][CH2:32][CH2:31][N:30]([C:34]([NH:36][CH2:37][CH3:38])=[O:35])[CH2:29]4)[C:19]=23)=[CH:15][CH:14]=1)=[O:12].[ClH:41]. (2) Given the product [Cl:20][C:21]1[CH:28]=[CH:27][C:26]([C:29]2[CH:34]=[CH:33][CH:32]=[CH:31][N:30]=2)=[CH:25][C:22]=1[CH2:23][N:1]1[CH:2]([C:10]2[C:15]([O:16][CH3:17])=[CH:14][CH:13]=[CH:12][C:11]=2[O:18][CH3:19])[CH2:3][CH2:4][CH2:5][C:6]1=[O:8], predict the reactants needed to synthesize it. The reactants are: [NH2:1][CH:2]([C:10]1[C:15]([O:16][CH3:17])=[CH:14][CH:13]=[CH:12][C:11]=1[O:18][CH3:19])[CH2:3][CH2:4][CH2:5][C:6]([O:8]C)=O.[Cl:20][C:21]1[CH:28]=[CH:27][C:26]([C:29]2[CH:34]=[CH:33][CH:32]=[CH:31][N:30]=2)=[CH:25][C:22]=1[CH:23]=O.